From a dataset of Reaction yield outcomes from USPTO patents with 853,638 reactions. Predict the reaction yield, written as a fraction of the theoretical maximum amount of product (1.0 means a 100% yield; for example, 0.34 means a 34% yield). (1) The reactants are [CH3:1][S:2][C:3](=[NH:5])[NH2:4].[OH-:6].[Na+].Cl[C:9]([O:11][CH2:12][C:13]1[CH:18]=[CH:17][C:16]([N+:19]([O-:21])=[O:20])=[CH:15][CH:14]=1)=[O:10]. The catalyst is C(Cl)Cl. The product is [N+:19]([C:16]1[CH:17]=[CH:18][C:13]([CH2:12][O:11][C:9]([NH:5][C:3](=[N:4][C:9]([O:11][CH2:12][C:13]2[CH:14]=[CH:15][C:16]([N+:19]([O-:21])=[O:20])=[CH:17][CH:18]=2)=[O:6])[S:2][CH3:1])=[O:10])=[CH:14][CH:15]=1)([O-:21])=[O:20]. The yield is 0.840. (2) The reactants are C([O:3][C:4](=[O:30])[CH2:5][C@H:6]1[C:14]2[C:9](=[CH:10][C:11]([O:15][CH2:16][CH2:17][C:18]3[O:22][C:21]([C:23]4[CH:28]=[CH:27][CH:26]=[CH:25][CH:24]=4)=[N:20][C:19]=3[CH3:29])=[CH:12][CH:13]=2)[CH2:8][CH2:7]1)C.[Li+].[OH-].O.Cl. The catalyst is CCO.C1COCC1. The product is [CH3:29][C:19]1[N:20]=[C:21]([C:23]2[CH:24]=[CH:25][CH:26]=[CH:27][CH:28]=2)[O:22][C:18]=1[CH2:17][CH2:16][O:15][C:11]1[CH:10]=[C:9]2[C:14](=[CH:13][CH:12]=1)[C@H:6]([CH2:5][C:4]([OH:30])=[O:3])[CH2:7][CH2:8]2. The yield is 0.306. (3) The reactants are [NH2:1][N:2]1[C:7](=[O:8])[C:6]2[C:9]([C:12]3[CH:17]=[CH:16][C:15]([F:18])=[CH:14][CH:13]=3)=[CH:10][S:11][C:5]=2[N:4]=[CH:3]1.[C:19]12([CH2:29][C:30](Cl)=[O:31])[CH2:28][CH:23]3[CH2:24][CH:25]([CH2:27][CH:21]([CH2:22]3)[CH2:20]1)[CH2:26]2. The catalyst is N1C=CC=CC=1. The product is [C:19]12([CH2:29][C:30]([NH:1][N:2]3[C:7](=[O:8])[C:6]4[C:9]([C:12]5[CH:13]=[CH:14][C:15]([F:18])=[CH:16][CH:17]=5)=[CH:10][S:11][C:5]=4[N:4]=[CH:3]3)=[O:31])[CH2:26][CH:25]3[CH2:24][CH:23]([CH2:22][CH:21]([CH2:27]3)[CH2:20]1)[CH2:28]2. The yield is 0.410. (4) The reactants are C([O:3][C:4]([C:6]1[N:7]=[C:8]2[C:13]([C:14]([F:17])([F:16])[F:15])=[CH:12][C:11]([Br:18])=[CH:10][N:9]2[CH:19]=1)=[O:5])C.Cl. The catalyst is C(#N)C. The product is [Br:18][C:11]1[CH:12]=[C:13]([C:14]([F:16])([F:17])[F:15])[C:8]2[N:9]([CH:19]=[C:6]([C:4]([OH:5])=[O:3])[N:7]=2)[CH:10]=1. The yield is 0.490. (5) The yield is 0.900. The product is [CH3:13][O:1][C:2]1[CH:11]=[C:10]2[C:5]([CH2:6][CH2:7][C:8](=[O:12])[NH:9]2)=[CH:4][CH:3]=1. The reactants are [OH:1][C:2]1[CH:11]=[C:10]2[C:5]([CH2:6][CH2:7][C:8](=[O:12])[NH:9]2)=[CH:4][CH:3]=1.[C:13](=O)([O-])[O-].[K+].[K+].IC. The catalyst is C(O)(C)C. (6) The reactants are [CH3:1][N:2]1[CH2:7][CH2:6][N:5]([C:8]2[C:9]([N+:15]([O-:17])=[O:16])=[C:10]([CH:12]=[CH:13][CH:14]=2)[NH2:11])[CH2:4][CH2:3]1.[Cl:18]N1C(=O)CCC1=O. The catalyst is C(O)(C)C. The product is [Cl:18][C:14]1[CH:13]=[CH:12][C:10]([NH2:11])=[C:9]([N+:15]([O-:17])=[O:16])[C:8]=1[N:5]1[CH2:4][CH2:3][N:2]([CH3:1])[CH2:7][CH2:6]1. The yield is 0.510.